Task: Predict which catalyst facilitates the given reaction.. Dataset: Catalyst prediction with 721,799 reactions and 888 catalyst types from USPTO The catalyst class is: 661. Reactant: [F:1][C:2]1[CH:7]=[CH:6][C:5]([C:8]2[C:13]([CH2:14]/[CH:15]=[CH:16]/[OH:17])=[C:12]([CH:18]([CH3:20])[CH3:19])[N:11]=[C:10]([N:21]([CH3:26])[S:22]([CH3:25])(=[O:24])=[O:23])[N:9]=2)=[CH:4][CH:3]=1. Product: [F:1][C:2]1[CH:3]=[CH:4][C:5]([C:8]2[C:13](/[CH:14]=[CH:15]/[CH:16]=[O:17])=[C:12]([CH:18]([CH3:20])[CH3:19])[N:11]=[C:10]([N:21]([CH3:26])[S:22]([CH3:25])(=[O:24])=[O:23])[N:9]=2)=[CH:6][CH:7]=1.